Dataset: Reaction yield outcomes from USPTO patents with 853,638 reactions. Task: Predict the reaction yield, written as a fraction of the theoretical maximum amount of product (1.0 means a 100% yield; for example, 0.34 means a 34% yield). The reactants are [O:1]=[C:2]([CH2:6][CH3:7])[C:3](O)=[O:4].C(Cl)(=O)C(Cl)=O.[CH:14]([C:17]1[CH:22]=[CH:21][C:20]([CH:23]2[C:27]3[C:28]([CH3:35])=[C:29]([NH2:34])[C:30]([CH3:33])=[C:31]([CH3:32])[C:26]=3[O:25][CH2:24]2)=[CH:19][CH:18]=1)([CH3:16])[CH3:15].C(N(CC)CC)C. The catalyst is C1COCC1.CN(C=O)C.O. The product is [CH:14]([C:17]1[CH:22]=[CH:21][C:20]([CH:23]2[C:27]3[C:28]([CH3:35])=[C:29]([NH:34][C:3](=[O:4])[C:2](=[O:1])[CH2:6][CH3:7])[C:30]([CH3:33])=[C:31]([CH3:32])[C:26]=3[O:25][CH2:24]2)=[CH:19][CH:18]=1)([CH3:16])[CH3:15]. The yield is 0.570.